From a dataset of Catalyst prediction with 721,799 reactions and 888 catalyst types from USPTO. Predict which catalyst facilitates the given reaction. (1) Reactant: [CH3:1][NH:2][CH2:3][C:4]1[CH:13]=[CH:12][C:7]([C:8]([O:10][CH3:11])=[O:9])=[CH:6][CH:5]=1.[C:14](Cl)(=[O:23])[O:15][CH2:16][C:17]1[CH:22]=[CH:21][CH:20]=[CH:19][CH:18]=1.C(=O)(O)[O-].[Na+].C(OCC)(=O)C. The catalyst class is: 20. Product: [CH2:16]([O:15][C:14]([N:2]([CH2:3][C:4]1[CH:13]=[CH:12][C:7]([C:8]([O:10][CH3:11])=[O:9])=[CH:6][CH:5]=1)[CH3:1])=[O:23])[C:17]1[CH:22]=[CH:21][CH:20]=[CH:19][CH:18]=1. (2) Reactant: [CH3:1][C:2]1[N:6]=[C:5]([CH3:7])[S:4][C:3]=1/[CH:8]=[CH:9]/[C:10](N(C)C)=O.[Cl:15][C:16]1[CH:17]=[C:18]([NH:29][C:30]([NH2:32])=[NH:31])[CH:19]=[C:20]([Cl:28])[C:21]=1[N:22]1[CH2:27][CH2:26][O:25][CH2:24][CH2:23]1. Product: [Cl:15][C:16]1[CH:17]=[C:18]([NH:29][C:30]2[N:32]=[C:8]([C:3]3[S:4][C:5]([CH3:7])=[N:6][C:2]=3[CH3:1])[CH:9]=[CH:10][N:31]=2)[CH:19]=[C:20]([Cl:28])[C:21]=1[N:22]1[CH2:27][CH2:26][O:25][CH2:24][CH2:23]1. The catalyst class is: 23.